Predict which catalyst facilitates the given reaction. From a dataset of Catalyst prediction with 721,799 reactions and 888 catalyst types from USPTO. (1) Product: [ClH:2].[Cl:2][C:3]1[C:12]2[C:7](=[CH:8][C:9]([S:13]([NH:16][CH2:17][C:18]([CH3:25])([CH3:24])[C:19]([OH:21])=[O:20])(=[O:14])=[O:15])=[CH:10][CH:11]=2)[C:6]([NH:26][C:27]([NH2:29])=[NH:28])=[N:5][CH:4]=1. The catalyst class is: 74. Reactant: Cl.[Cl:2][C:3]1[C:12]2[C:7](=[CH:8][C:9]([S:13]([NH:16][CH2:17][C:18]([CH3:25])([CH3:24])[C:19]([O:21]CC)=[O:20])(=[O:15])=[O:14])=[CH:10][CH:11]=2)[C:6]([NH:26][C:27]([NH2:29])=[NH:28])=[N:5][CH:4]=1.CO.Cl. (2) Product: [CH2:18]([O:17][C:15](=[O:16])[C:14]([C:12]#[N:13])=[CH:10][C:4]1[NH:5][CH:6]=[C:7]([CH2:8][CH3:9])[C:3]=1[CH2:1][CH3:2])[CH3:19]. The catalyst class is: 8. Reactant: [CH2:1]([C:3]1[C:7]([CH2:8][CH3:9])=[CH:6][NH:5][C:4]=1[CH:10]=O)[CH3:2].[C:12]([CH2:14][C:15]([O:17][CH2:18][CH3:19])=[O:16])#[N:13].C(NCC)C. (3) Product: [Br:33][C:34]1[N:35]=[C:36]([CH2:40][N:19]2[C:20]3[C:25](=[N:24][C:23]([CH3:28])=[CH:22][CH:21]=3)[C:26](=[O:27])[C:17]([C:15](=[O:16])[C:14]3[CH:29]=[CH:30][C:31]([CH3:32])=[C:12]([CH3:11])[CH:13]=3)=[CH:18]2)[CH:37]=[CH:38][CH:39]=1. The catalyst class is: 54. Reactant: C[Si](C)(C)N[Si](C)(C)C.[K].[CH3:11][C:12]1[CH:13]=[C:14]([CH:29]=[CH:30][C:31]=1[CH3:32])[C:15]([C:17]1[C:26](=[O:27])[C:25]2[C:20](=[CH:21][CH:22]=[C:23]([CH3:28])[N:24]=2)[NH:19][CH:18]=1)=[O:16].[Br:33][C:34]1[CH:39]=[CH:38][CH:37]=[C:36]([CH2:40]Br)[N:35]=1.O. (4) Reactant: [CH:1](=[C:8]1[NH:13][C:12](=[O:14])[C:11](=[CH:15][C:16]2[CH:21]=[CH:20][C:19]([O:22][CH2:23][C:24]3[CH:29]=[CH:28][N:27]=[CH:26][CH:25]=3)=[CH:18][N:17]=2)[NH:10][C:9]1=[O:30])[C:2]1[CH:7]=[CH:6][CH:5]=[CH:4][CH:3]=1.[CH3:31][S:32]([OH:35])(=[O:34])=[O:33]. Product: [CH3:31][S:32]([OH:35])(=[O:34])=[O:33].[CH:1](=[C:8]1[NH:13][C:12](=[O:14])[C:11](=[CH:15][C:16]2[CH:21]=[CH:20][C:19]([O:22][CH2:23][C:24]3[CH:29]=[CH:28][N:27]=[CH:26][CH:25]=3)=[CH:18][N:17]=2)[NH:10][C:9]1=[O:30])[C:2]1[CH:3]=[CH:4][CH:5]=[CH:6][CH:7]=1. The catalyst class is: 3. (5) Reactant: [F:1][C:2]1[CH:3]=[C:4]([C:9]2[CH:14]=[CH:13][C:12]([C:15]([F:18])([F:17])[F:16])=[CH:11][CH:10]=2)[CH:5]=[CH:6][C:7]=1[NH2:8].[N+:19]([O-])([OH:21])=[O:20]. Product: [F:1][C:2]1[CH:3]=[C:4]([C:9]2[CH:10]=[CH:11][C:12]([C:15]([F:16])([F:17])[F:18])=[CH:13][CH:14]=2)[CH:5]=[C:6]([N+:19]([O-:21])=[O:20])[C:7]=1[NH2:8]. The catalyst class is: 65. (6) Reactant: C1(CN(C[C@@H:17]2[CH2:22][CH2:21][NH:20][CH2:19][C@H:18]2[OH:23])CC2C=CC=CC=2)C=CC=CC=1.S1[CH:28]=[CH:27][CH:26]=[CH:25]1.[H][H]. Product: [CH2:25]([N:20]1[CH2:21][CH2:22][CH2:17][CH:18]([OH:23])[CH2:19]1)[CH2:26][CH2:27][CH3:28]. The catalyst class is: 19. (7) Reactant: [Cl:1][C:2]1[C:7]2[CH2:8][CH:9]([C:10]#N)[C:6]=2[CH:5]=[CH:4][CH:3]=1.[OH-:12].[K+].[OH2:14]. Product: [Cl:1][C:2]1[C:7]2[CH2:8][CH:9]([C:10]([OH:14])=[O:12])[C:6]=2[CH:5]=[CH:4][CH:3]=1. The catalyst class is: 14.